From a dataset of Full USPTO retrosynthesis dataset with 1.9M reactions from patents (1976-2016). Predict the reactants needed to synthesize the given product. (1) Given the product [CH:1]([C:17]1[CH:18]=[N:19][CH:20]=[C:21]([CH:24]=1)[C:22]#[N:23])=[CH2:2], predict the reactants needed to synthesize it. The reactants are: [CH2:1]([Sn](CCCC)(CCCC)C=C)[CH2:2]CC.Br[C:17]1[CH:18]=[N:19][CH:20]=[C:21]([CH:24]=1)[C:22]#[N:23].[Cl-].[NH4+].C(OCC)(=O)C. (2) Given the product [C:24]([NH:1][C:2]1[CH:11]=[C:10]2[C:5]([CH2:6][CH2:7][CH2:8][CH:9]2[CH2:12][C:13]([O:15][CH2:16][CH3:17])=[O:14])=[CH:4][CH:3]=1)(=[O:26])[CH3:25], predict the reactants needed to synthesize it. The reactants are: [NH2:1][C:2]1[CH:11]=[C:10]2[C:5]([CH2:6][CH2:7][CH2:8][CH:9]2[CH2:12][C:13]([O:15][CH2:16][CH3:17])=[O:14])=[CH:4][CH:3]=1.N1C=CC=CC=1.[C:24](OC(=O)C)(=[O:26])[CH3:25]. (3) Given the product [CH3:10][C:11]1[CH:16]=[C:15]([C:17]2[NH:26][C:25](=[O:27])[C:24]3[C:19](=[CH:20][C:21]([O:9][CH2:8][CH2:7][O:6][CH:3]([CH3:5])[CH3:4])=[CH:22][C:23]=3[O:28][CH3:29])[N:18]=2)[CH:14]=[C:13]([CH3:31])[N:12]=1, predict the reactants needed to synthesize it. The reactants are: [H-].[Na+].[CH:3]([O:6][CH2:7][CH2:8][OH:9])([CH3:5])[CH3:4].[CH3:10][C:11]1[CH:16]=[C:15]([C:17]2[NH:26][C:25](=[O:27])[C:24]3[C:19](=[CH:20][C:21](F)=[CH:22][C:23]=3[O:28][CH3:29])[N:18]=2)[CH:14]=[C:13]([CH3:31])[N:12]=1.O. (4) Given the product [F:3][C:4]1[CH:9]=[CH:8][CH:7]=[CH:6][C:5]=1[S:10]([NH:2][CH3:1])(=[O:12])=[O:11], predict the reactants needed to synthesize it. The reactants are: [CH3:1][NH2:2].[F:3][C:4]1[CH:9]=[CH:8][CH:7]=[CH:6][C:5]=1[S:10](Cl)(=[O:12])=[O:11]. (5) The reactants are: Br[CH:2]([CH2:15][CH3:16])[C:3]([C:5]1[CH:14]=[CH:13][C:8]([C:9]([O:11][CH3:12])=[O:10])=[CH:7][CH:6]=1)=O.[CH3:17][C:18]1[N:19]=[CH:20][C:21]([C:24](=[S:26])[NH2:25])=[N:22][CH:23]=1. Given the product [CH2:15]([C:2]1[S:26][C:24]([C:21]2[CH:20]=[N:19][C:18]([CH3:17])=[CH:23][N:22]=2)=[N:25][C:3]=1[C:5]1[CH:14]=[CH:13][C:8]([C:9]([O:11][CH3:12])=[O:10])=[CH:7][CH:6]=1)[CH3:16], predict the reactants needed to synthesize it. (6) Given the product [Cl:1][C:2]1[CH:7]=[C:6]([NH:8][C:9]2[N:14]=[C:13]([CH2:15][C:16]3[C:21]([Cl:22])=[CH:20][CH:19]=[CH:18][C:17]=3[Cl:23])[C:12]3[N:24]=[CH:25][NH:26][C:11]=3[C:10]=2[C:35]([NH2:36])=[O:52])[CH:5]=[CH:4][C:3]=1[N:37]1[CH2:42][CH2:41][NH:40][CH2:39][CH2:38]1, predict the reactants needed to synthesize it. The reactants are: [Cl:1][C:2]1[CH:7]=[C:6]([NH:8][C:9]2[N:14]=[C:13]([CH2:15][C:16]3[C:21]([Cl:22])=[CH:20][CH:19]=[CH:18][C:17]=3[Cl:23])[C:12]3[N:24]=[CH:25][N:26](COCC[Si](C)(C)C)[C:11]=3[C:10]=2[C:35]#[N:36])[CH:5]=[CH:4][C:3]=1[N:37]1[CH2:42][CH2:41][N:40](C(OC(C)(C)C)=O)[CH2:39][CH2:38]1.O.C(=O)(O)[O-:52].[Na+]. (7) Given the product [CH2:1]([NH:8][C:9]1[N:14]2[N:15]=[CH:16][C:17]([C:18]([O:20][CH2:21][CH3:22])=[O:19])=[C:13]2[N:12]=[CH:11][C:10]=1[C:23]([N:29]1[CH2:30][CH2:31][C:32]2([C:40]3[C:35](=[CH:36][CH:37]=[CH:38][CH:39]=3)[CH:34]=[CH:33]2)[CH:27]([CH3:26])[CH2:28]1)=[O:25])[C:2]1[CH:7]=[CH:6][CH:5]=[CH:4][CH:3]=1, predict the reactants needed to synthesize it. The reactants are: [CH2:1]([NH:8][C:9]1[N:14]2[N:15]=[CH:16][C:17]([C:18]([O:20][CH2:21][CH3:22])=[O:19])=[C:13]2[N:12]=[CH:11][C:10]=1[C:23]([OH:25])=O)[C:2]1[CH:7]=[CH:6][CH:5]=[CH:4][CH:3]=1.[CH3:26][CH:27]1[C:32]2([C:40]3[C:35](=[CH:36][CH:37]=[CH:38][CH:39]=3)[CH:34]=[CH:33]2)[CH2:31][CH2:30][NH:29][CH2:28]1. (8) Given the product [N:8]1([C:4]2[N:3]=[C:2]([C:14]#[N:15])[CH:7]=[CH:6][N:5]=2)[CH2:13][CH2:12][O:11][CH2:10][CH2:9]1, predict the reactants needed to synthesize it. The reactants are: Br[C:2]1[CH:7]=[CH:6][N:5]=[C:4]([N:8]2[CH2:13][CH2:12][O:11][CH2:10][CH2:9]2)[N:3]=1.[CH3:14][N:15](C=O)C. (9) Given the product [C:45]([C:49]1[CH:66]=[CH:65][C:52]([CH2:53][N:54]([CH2:55][CH:56]([C:58]2[CH:59]=[CH:60][C:61]([F:64])=[CH:62][CH:63]=2)[OH:57])[C:11]([C:9]2[CH:10]=[C:2]([Cl:1])[CH:3]=[C:4]3[C:8]=2[NH:7][CH:6]=[CH:5]3)=[O:13])=[CH:51][CH:50]=1)([CH3:48])([CH3:46])[CH3:47], predict the reactants needed to synthesize it. The reactants are: [Cl:1][C:2]1[CH:3]=[C:4]2[C:8](=[C:9]([C:11]([OH:13])=O)[CH:10]=1)[NH:7][CH:6]=[CH:5]2.CN(C(ON1N=NC2C=CC=CC1=2)=[N+](C)C)C.[B-](F)(F)(F)F.C(N(CC)C(C)C)(C)C.[C:45]([C:49]1[CH:66]=[CH:65][C:52]([CH2:53][NH:54][CH2:55][CH:56]([C:58]2[CH:63]=[CH:62][C:61]([F:64])=[CH:60][CH:59]=2)[OH:57])=[CH:51][CH:50]=1)([CH3:48])([CH3:47])[CH3:46]. (10) Given the product [Cl:31][C@@H:6]1[CH2:7][CH2:8][CH2:2][CH2:3][N:4]([CH2:9][CH2:10][C:11]2[CH:16]=[CH:15][C:14]3[O:17][CH2:18][O:19][C:13]=3[CH:12]=2)[CH2:5]1, predict the reactants needed to synthesize it. The reactants are: O[CH2:2][C@H:3]1[CH2:8][CH2:7][CH2:6][CH2:5][N:4]1[CH2:9][CH2:10][C:11]1[CH:16]=[CH:15][C:14]2[O:17][CH2:18][O:19][C:13]=2[CH:12]=1.C(N(CC)CC)C.CS([Cl:31])(=O)=O.C(=O)([O-])O.[Na+].